This data is from Catalyst prediction with 721,799 reactions and 888 catalyst types from USPTO. The task is: Predict which catalyst facilitates the given reaction. (1) Reactant: [Cl:1][C:2]1[N:3]=[N:4][C:5](Cl)=[CH:6][C:7]=1[C:8]([NH:10][CH2:11][C:12]1[CH:17]=[CH:16][C:15]([O:18][CH3:19])=[C:14]([O:20][CH3:21])[CH:13]=1)=[O:9].C[C:24]1([CH3:33])[CH:29]=[CH:28][CH:27]=[C:26](B(O)O)[CH2:25]1.[C:34]([O-])([O-])=O.[Cs+].[Cs+]. Product: [Cl:1][C:2]1[N:3]=[N:4][C:5]([C:28]2[CH:29]=[C:24]([CH3:33])[CH:25]=[C:26]([CH3:34])[CH:27]=2)=[CH:6][C:7]=1[C:8]([NH:10][CH2:11][C:12]1[CH:17]=[CH:16][C:15]([O:18][CH3:19])=[C:14]([O:20][CH3:21])[CH:13]=1)=[O:9]. The catalyst class is: 75. (2) Reactant: C1(P(C2C=CC=CC=2)C2C=CC=CC=2)C=CC=CC=1.O[CH2:21][CH2:22][C:23]1[CH:28]=[CH:27][C:26]([NH:29][C:30](=[O:36])[O:31][C:32]([CH3:35])([CH3:34])[CH3:33])=[CH:25][CH:24]=1.[Br:37]N1C(=O)CCC1=O. Product: [Br:37][CH2:21][CH2:22][C:23]1[CH:28]=[CH:27][C:26]([NH:29][C:30](=[O:36])[O:31][C:32]([CH3:35])([CH3:34])[CH3:33])=[CH:25][CH:24]=1. The catalyst class is: 363. (3) Reactant: [CH:1]1([N:7]([C:21](=[O:27])[CH:22]([CH2:25][CH3:26])[CH2:23][CH3:24])[CH:8]2[CH2:13][CH2:12][N:11](C(OC(C)(C)C)=O)[CH2:10][CH2:9]2)[CH2:6][CH2:5][CH2:4][CH2:3][CH2:2]1. Product: [CH:1]1([N:7]([CH:8]2[CH2:13][CH2:12][NH:11][CH2:10][CH2:9]2)[C:21](=[O:27])[CH:22]([CH2:25][CH3:26])[CH2:23][CH3:24])[CH2:2][CH2:3][CH2:4][CH2:5][CH2:6]1. The catalyst class is: 89. (4) Reactant: Cl[CH2:2][C:3]([NH:5][C:6]1[C:14]2[C:9](=[CH:10][C:11]([Cl:15])=[CH:12][CH:13]=2)[NH:8][N:7]=1)=[O:4].[NH:16]1[CH2:21][CH2:20][S:19][CH2:18][CH2:17]1. Product: [Cl:15][C:11]1[CH:10]=[C:9]2[C:14]([C:6]([NH:5][C:3](=[O:4])[CH2:2][N:16]3[CH2:21][CH2:20][S:19][CH2:18][CH2:17]3)=[N:7][NH:8]2)=[CH:13][CH:12]=1. The catalyst class is: 10. (5) Reactant: [C:1]([O:5][C:6](=[O:24])[NH:7][C:8]1[S:9][CH:10]=[CH:11][C@:12]([C:16]2[CH:21]=[CH:20][CH:19]=[C:18]([F:22])[C:17]=2[F:23])([CH2:14][F:15])[N:13]=1)([CH3:4])([CH3:3])[CH3:2].C[Si]([N-][Si](C)(C)C)(C)C.[Li+].[CH3:35][Si:36]([CH3:43])([CH3:42])[CH2:37][CH2:38][O:39][CH2:40]Cl. Product: [C:1]([O:5][C:6](=[O:24])[N:7]([C:8]1[S:9][CH:10]=[CH:11][C@:12]([C:16]2[CH:21]=[CH:20][CH:19]=[C:18]([F:22])[C:17]=2[F:23])([CH2:14][F:15])[N:13]=1)[CH2:40][O:39][CH2:38][CH2:37][Si:36]([CH3:43])([CH3:42])[CH3:35])([CH3:4])([CH3:2])[CH3:3]. The catalyst class is: 1.